Dataset: Reaction yield outcomes from USPTO patents with 853,638 reactions. Task: Predict the reaction yield, written as a fraction of the theoretical maximum amount of product (1.0 means a 100% yield; for example, 0.34 means a 34% yield). (1) The reactants are [C:1]([NH:4][N:5]=[C:6]1[NH:12][C:11]2[CH:13]=[CH:14][C:15]([O:17][CH3:18])=[CH:16][C:10]=2[C:9]([C:19]2[CH:24]=[CH:23][C:22]([Br:25])=[CH:21][CH:20]=2)=[N:8][C@H:7]1[CH2:26][C:27]([O:29][CH3:30])=[O:28])(=O)[CH3:2].C(O)(=O)C. The catalyst is C1COCC1. The product is [Br:25][C:22]1[CH:23]=[CH:24][C:19]([C:9]2[C:10]3[CH:16]=[C:15]([O:17][CH3:18])[CH:14]=[CH:13][C:11]=3[N:12]3[C:1]([CH3:2])=[N:4][N:5]=[C:6]3[C@H:7]([CH2:26][C:27]([O:29][CH3:30])=[O:28])[N:8]=2)=[CH:20][CH:21]=1. The yield is 0.729. (2) The reactants are [CH3:1][N:2]1[CH2:7][CH2:6][N:5]([C:8]2[C:9]3[N:10]([CH:20]=[N:21][N:22]=3)[C:11]3[C:16]([N:17]=2)=[CH:15][CH:14]=[C:13]([CH:18]=[CH2:19])[CH:12]=3)[CH2:4][CH2:3]1. The catalyst is [Pd].C1COCC1. The product is [CH2:18]([C:13]1[CH:12]=[C:11]2[C:16]([N:17]=[C:8]([N:5]3[CH2:6][CH2:7][N:2]([CH3:1])[CH2:3][CH2:4]3)[C:9]3[N:10]2[CH:20]=[N:21][N:22]=3)=[CH:15][CH:14]=1)[CH3:19]. The yield is 0.690.